The task is: Predict the reaction yield, written as a fraction of the theoretical maximum amount of product (1.0 means a 100% yield; for example, 0.34 means a 34% yield).. This data is from Reaction yield outcomes from USPTO patents with 853,638 reactions. (1) The reactants are Br[C:2]1[CH:8]=[CH:7][C:5]([NH2:6])=[C:4]([CH2:9][CH3:10])[CH:3]=1.[CH3:11][PH:12](=[O:14])[CH3:13].P([O-])([O-])([O-])=O.[K+].[K+].[K+]. The catalyst is CN(C=O)C.C([O-])(=O)C.[Pd+2].C([O-])(=O)C.CC1(C)C2C(=C(P(C3C=CC=CC=3)C3C=CC=CC=3)C=CC=2)OC2C(P(C3C=CC=CC=3)C3C=CC=CC=3)=CC=CC1=2. The product is [CH3:11][P:12]([C:2]1[CH:8]=[CH:7][C:5]([NH2:6])=[C:4]([CH2:9][CH3:10])[CH:3]=1)([CH3:13])=[O:14]. The yield is 0.780. (2) The reactants are [Cl:1][C:2]1[C:11]2[C:6](=[CH:7][CH:8]=[CH:9][CH:10]=2)[N:5]=[C:4]([CH2:12][Cl:13])[N:3]=1.[CH3:14][O:15][C:16]1[CH:21]=[CH:20][C:19]([NH:22][CH3:23])=[CH:18][CH:17]=1.Cl. The catalyst is CC(O)C. The product is [ClH:1].[Cl:13][CH2:12][C:4]1[N:3]=[C:2]([N:22]([C:19]2[CH:20]=[CH:21][C:16]([O:15][CH3:14])=[CH:17][CH:18]=2)[CH3:23])[C:11]2[C:6](=[CH:7][CH:8]=[CH:9][CH:10]=2)[N:5]=1. The yield is 0.850. (3) The reactants are [Br:1][C:2]1[CH:7]=[C:6]([N+:8]([O-:10])=[O:9])[CH:5]=[C:4]([NH2:11])[C:3]=1[NH2:12].[F:13][CH:14]([F:18])[C:15](O)=O. The catalyst is C1(C)C=CC=CC=1.CCOC(C)=O. The product is [Br:1][C:2]1[C:3]2[N:12]=[C:15]([CH:14]([F:18])[F:13])[NH:11][C:4]=2[CH:5]=[C:6]([N+:8]([O-:10])=[O:9])[CH:7]=1. The yield is 0.970. (4) The reactants are [H-].[Al+3].[Li+].[H-].[H-].[H-].[N:7]1[CH:12]=[CH:11][C:10]([C:13]2[C:14]([C:26]3[CH:27]=[C:28]([CH:31]=[CH:32][CH:33]=3)[C:29]#[N:30])=[N:15][N:16]([CH2:18][O:19][CH2:20][CH2:21][Si:22]([CH3:25])([CH3:24])[CH3:23])[CH:17]=2)=[CH:9][CH:8]=1. The catalyst is C1COCC1. The product is [N:7]1[CH:8]=[CH:9][C:10]([C:13]2[C:14]([C:26]3[CH:27]=[C:28]([CH:31]=[CH:32][CH:33]=3)[CH2:29][NH2:30])=[N:15][N:16]([CH2:18][O:19][CH2:20][CH2:21][Si:22]([CH3:25])([CH3:23])[CH3:24])[CH:17]=2)=[CH:11][CH:12]=1. The yield is 0.560. (5) The reactants are [N+:1]([C:4]1[CH:9]=[C:8]([C:10]([F:13])([F:12])[F:11])[CH:7]=[CH:6][C:5]=1[OH:14])([O-])=O. The catalyst is CO.[Pd]. The product is [NH2:1][C:4]1[CH:9]=[C:8]([C:10]([F:11])([F:12])[F:13])[CH:7]=[CH:6][C:5]=1[OH:14]. The yield is 1.00. (6) The reactants are Br[C:2]1[C:12]([N+:13]([O-:15])=[O:14])=[CH:11][CH:10]=[CH:9][C:3]=1[C:4]([O:6][CH2:7]C)=[O:5].[C:16]([O:20][C:21]([N:23]1[CH2:28][CH2:27][NH:26][CH2:25][CH2:24]1)=[O:22])([CH3:19])([CH3:18])[CH3:17].C([O-])([O-])=O.[Na+].[Na+]. The catalyst is C(O)CCC. The product is [C:16]([O:20][C:21]([N:23]1[CH2:28][CH2:27][N:26]([C:2]2[C:12]([N+:13]([O-:15])=[O:14])=[CH:11][CH:10]=[CH:9][C:3]=2[C:4]([O:6][CH3:7])=[O:5])[CH2:25][CH2:24]1)=[O:22])([CH3:19])([CH3:17])[CH3:18]. The yield is 0.720. (7) The reactants are Br[C:2]1[C:8]([C:9]([F:12])([F:11])[F:10])=[CH:7][C:5]([NH2:6])=[CH:4][C:3]=1[Cl:13].C(=O)([O-])[O-].[Na+].[Na+].CC1(C)C(C)(C)OB([C:28]2[CH:33]=[CH:32][C:31]([S:34]([N:37]3[CH2:41][CH2:40][CH2:39][C@H:38]3[C:42]([O:44][C:45]([CH3:48])([CH3:47])[CH3:46])=[O:43])(=[O:36])=[O:35])=[CH:30][CH:29]=2)O1.O. The catalyst is C(COC)OC.C1C=CC([P]([Pd]([P](C2C=CC=CC=2)(C2C=CC=CC=2)C2C=CC=CC=2)([P](C2C=CC=CC=2)(C2C=CC=CC=2)C2C=CC=CC=2)[P](C2C=CC=CC=2)(C2C=CC=CC=2)C2C=CC=CC=2)(C2C=CC=CC=2)C2C=CC=CC=2)=CC=1. The yield is 0.350. The product is [NH2:6][C:5]1[CH:7]=[C:8]([C:9]([F:12])([F:11])[F:10])[C:2]([C:28]2[CH:33]=[CH:32][C:31]([S:34]([N:37]3[CH2:41][CH2:40][CH2:39][C@H:38]3[C:42]([O:44][C:45]([CH3:48])([CH3:47])[CH3:46])=[O:43])(=[O:36])=[O:35])=[CH:30][CH:29]=2)=[C:3]([Cl:13])[CH:4]=1. (8) The reactants are Br[C:2]1[CH:3]=[C:4]([N:8]([CH2:23][CH:24]([O:29][Si](C(C)(C)C)(C)C)[C:25]([F:28])([F:27])[F:26])[CH2:9][C:10]2[CH:15]=[CH:14][CH:13]=[C:12]([O:16][C:17]([F:22])([F:21])[CH:18]([F:20])[F:19])[CH:11]=2)[CH:5]=[CH:6][CH:7]=1.C(=O)([O-])[O-].[Cs+].[Cs+].[CH3:43][O:44][C:45]1[CH:51]=[CH:50][C:48]([NH2:49])=[CH:47][CH:46]=1.[F-].C([N+](CCCC)(CCCC)CCCC)CCC. The catalyst is C1(C)C=CC=CC=1. The product is [CH3:43][O:44][C:45]1[CH:51]=[CH:50][C:48]([NH:49][C:2]2[CH:3]=[C:4]([N:8]([CH2:9][C:10]3[CH:15]=[CH:14][CH:13]=[C:12]([O:16][C:17]([F:21])([F:22])[CH:18]([F:20])[F:19])[CH:11]=3)[CH2:23][CH:24]([OH:29])[C:25]([F:26])([F:28])[F:27])[CH:5]=[CH:6][CH:7]=2)=[CH:47][CH:46]=1. The yield is 0.730. (9) The reactants are [OH-].[Na+].[Br-].[CH3:4][O:5][C:6]([CH2:8][P+:9]([C:22]1[CH:27]=[CH:26][CH:25]=[CH:24][CH:23]=1)([C:16]1[CH:21]=[CH:20][CH:19]=[CH:18][CH:17]=1)[C:10]1[CH:15]=[CH:14][CH:13]=[CH:12][CH:11]=1)=[O:7]. The catalyst is C(Cl)Cl. The product is [CH3:4][O:5][C:6]([CH:8]=[P:9]([C:22]1[CH:27]=[CH:26][CH:25]=[CH:24][CH:23]=1)([C:10]1[CH:11]=[CH:12][CH:13]=[CH:14][CH:15]=1)[C:16]1[CH:21]=[CH:20][CH:19]=[CH:18][CH:17]=1)=[O:7]. The yield is 0.900. (10) The reactants are [Cl:1][C:2]1[C:11]2[C:6](=[CH:7][CH:8]=[CH:9][CH:10]=2)[N:5]=[C:4]([C:12]([O:14]CC)=O)[N:3]=1.[F:17][C:18]1[CH:23]=[CH:22][C:21]([Mg]Br)=[CH:20][CH:19]=1. The catalyst is C1COCC1. The product is [Cl:1][C:2]1[C:11]2[C:6](=[CH:7][CH:8]=[CH:9][CH:10]=2)[N:5]=[C:4]([C:12]([C:21]2[CH:22]=[CH:23][C:18]([F:17])=[CH:19][CH:20]=2)=[O:14])[N:3]=1. The yield is 0.600.